This data is from Forward reaction prediction with 1.9M reactions from USPTO patents (1976-2016). The task is: Predict the product of the given reaction. (1) The product is: [Cl:32][C:26]1[CH:27]=[C:28]([Cl:31])[CH:29]=[CH:30][C:25]=1[N:13]1[C:14]([C:18]2[CH:19]=[CH:20][C:21]([O:24][S:45]([CH2:44][CH2:43][C:42]([F:50])([F:49])[F:41])(=[O:47])=[O:46])=[CH:22][CH:23]=2)=[C:15]([CH2:16][OH:17])[C:11]([C:9](=[O:10])[NH:8][CH:5]2[CH2:6][CH2:7][C:2]([F:1])([F:33])[CH2:3][CH2:4]2)=[N:12]1. Given the reactants [F:1][C:2]1([F:33])[CH2:7][CH2:6][CH:5]([NH:8][C:9]([C:11]2[C:15]([CH2:16][OH:17])=[C:14]([C:18]3[CH:23]=[CH:22][C:21]([OH:24])=[CH:20][CH:19]=3)[N:13]([C:25]3[CH:30]=[CH:29][C:28]([Cl:31])=[CH:27][C:26]=3[Cl:32])[N:12]=2)=[O:10])[CH2:4][CH2:3]1.C(N(CC)CC)C.[F:41][C:42]([F:50])([F:49])[CH2:43][CH2:44][S:45](Cl)(=[O:47])=[O:46].O, predict the reaction product. (2) Given the reactants [F:1][C:2]1[CH:7]=[CH:6][CH:5]=[CH:4][C:3]=1[CH2:8][CH2:9][CH2:10][C:11]1[O:15][N:14]=[C:13]([C:16]([O:18]CC)=[O:17])[CH:12]=1.[OH-].[K+].O, predict the reaction product. The product is: [F:1][C:2]1[CH:7]=[CH:6][CH:5]=[CH:4][C:3]=1[CH2:8][CH2:9][CH2:10][C:11]1[O:15][N:14]=[C:13]([C:16]([OH:18])=[O:17])[CH:12]=1. (3) The product is: [C:21]1([S:18]([N:14]2[C:15]3[C:11](=[CH:10][C:9]([OH:8])=[CH:17][CH:16]=3)[CH:12]=[CH:13]2)(=[O:19])=[O:20])[CH:22]=[CH:23][CH:24]=[CH:25][CH:26]=1. Given the reactants C([O:8][C:9]1[CH:10]=[C:11]2[C:15](=[CH:16][CH:17]=1)[N:14]([S:18]([C:21]1[CH:26]=[CH:25][CH:24]=[CH:23][CH:22]=1)(=[O:20])=[O:19])[CH:13]=[CH:12]2)C1C=CC=CC=1.C([O-])=O.[NH4+], predict the reaction product. (4) Given the reactants [Br:1][C:2]1[C:3]([CH3:8])=[N:4][NH:5][C:6]=1[CH3:7].C([O-])([O-])=O.[Cs+].[Cs+].Cl[CH2:16][O:17][CH2:18][CH2:19][Si:20]([CH3:23])([CH3:22])[CH3:21], predict the reaction product. The product is: [Br:1][C:2]1[C:3]([CH3:8])=[N:4][N:5]([CH2:16][O:17][CH2:18][CH2:19][Si:20]([CH3:23])([CH3:22])[CH3:21])[C:6]=1[CH3:7].